This data is from TCR-epitope binding with 47,182 pairs between 192 epitopes and 23,139 TCRs. The task is: Binary Classification. Given a T-cell receptor sequence (or CDR3 region) and an epitope sequence, predict whether binding occurs between them. (1) The epitope is PKYVKQNTLKLAT. Result: 1 (the TCR binds to the epitope). The TCR CDR3 sequence is CASSEDRRGSYEQYF. (2) The epitope is ATDALMTGY. The TCR CDR3 sequence is CASSIRHSEYTDTQYF. Result: 1 (the TCR binds to the epitope).